Task: Regression. Given a peptide amino acid sequence and an MHC pseudo amino acid sequence, predict their binding affinity value. This is MHC class I binding data.. Dataset: Peptide-MHC class I binding affinity with 185,985 pairs from IEDB/IMGT (1) The peptide sequence is AQRAAGPSV. The MHC is BoLA-T2b with pseudo-sequence BoLA-T2b. The binding affinity (normalized) is 0.361. (2) The peptide sequence is LLGLWGFAAQ. The MHC is HLA-A02:01 with pseudo-sequence HLA-A02:01. The binding affinity (normalized) is 0.353. (3) The peptide sequence is GFPSLESSF. The MHC is HLA-B07:02 with pseudo-sequence HLA-B07:02. The binding affinity (normalized) is 0.0847. (4) The peptide sequence is AITTSNCAK. The MHC is HLA-B40:01 with pseudo-sequence HLA-B40:01. The binding affinity (normalized) is 0.0847.